This data is from NCI-60 drug combinations with 297,098 pairs across 59 cell lines. The task is: Regression. Given two drug SMILES strings and cell line genomic features, predict the synergy score measuring deviation from expected non-interaction effect. (1) Drug 1: CS(=O)(=O)OCCCCOS(=O)(=O)C. Drug 2: C1C(C(OC1N2C=NC(=NC2=O)N)CO)O. Cell line: MALME-3M. Synergy scores: CSS=8.48, Synergy_ZIP=-4.79, Synergy_Bliss=-6.82, Synergy_Loewe=-0.0562, Synergy_HSA=-5.87. (2) Drug 1: CC1=C2C(C(=O)C3(C(CC4C(C3C(C(C2(C)C)(CC1OC(=O)C(C(C5=CC=CC=C5)NC(=O)OC(C)(C)C)O)O)OC(=O)C6=CC=CC=C6)(CO4)OC(=O)C)OC)C)OC. Drug 2: CN1CCC(CC1)COC2=C(C=C3C(=C2)N=CN=C3NC4=C(C=C(C=C4)Br)F)OC. Cell line: NCI-H522. Synergy scores: CSS=46.2, Synergy_ZIP=-6.21, Synergy_Bliss=-5.40, Synergy_Loewe=-6.99, Synergy_HSA=-2.03. (3) Synergy scores: CSS=52.2, Synergy_ZIP=-3.24, Synergy_Bliss=-4.26, Synergy_Loewe=-6.91, Synergy_HSA=-2.92. Drug 2: CCC1=C2CN3C(=CC4=C(C3=O)COC(=O)C4(CC)O)C2=NC5=C1C=C(C=C5)O. Cell line: COLO 205. Drug 1: C1=CC(=CC=C1CC(C(=O)O)N)N(CCCl)CCCl.Cl. (4) Drug 1: C1CCC(C1)C(CC#N)N2C=C(C=N2)C3=C4C=CNC4=NC=N3. Drug 2: CC1=CC2C(CCC3(C2CCC3(C(=O)C)OC(=O)C)C)C4(C1=CC(=O)CC4)C. Cell line: SF-539. Synergy scores: CSS=1.98, Synergy_ZIP=-1.60, Synergy_Bliss=-3.20, Synergy_Loewe=-9.59, Synergy_HSA=-3.21.